From a dataset of Full USPTO retrosynthesis dataset with 1.9M reactions from patents (1976-2016). Predict the reactants needed to synthesize the given product. (1) Given the product [C:1]([C:7]1[CH:8]=[C:9]([CH:12]=[CH:13][CH:14]=1)[C:10]([OH:17])=[O:11])(=[O:6])[C:2]([CH3:5])([CH3:4])[CH3:3], predict the reactants needed to synthesize it. The reactants are: [C:1]([C:7]1[CH:8]=[C:9]([CH:12]=[CH:13][CH:14]=1)[CH2:10][OH:11])(=[O:6])[C:2]([CH3:5])([CH3:4])[CH3:3].[OH-].[K+].[O-:17][Mn](=O)(=O)=O.[K+]. (2) Given the product [CH3:15][S:1][C:2]1[CH:3]=[C:4]([C:8](=[O:10])[CH3:9])[CH:5]=[CH:6][CH:7]=1, predict the reactants needed to synthesize it. The reactants are: [SH:1][C:2]1[CH:3]=[C:4]([C:8](=[O:10])[CH3:9])[CH:5]=[CH:6][CH:7]=1.[OH-].[Na+].IC.[C:15](=O)([O-])O.[Na+].